From a dataset of Experimentally validated miRNA-target interactions with 360,000+ pairs, plus equal number of negative samples. Binary Classification. Given a miRNA mature sequence and a target amino acid sequence, predict their likelihood of interaction. The miRNA is mmu-miR-448-5p with sequence GAACAUCCUGCAUAGUGCUGCC. The protein sequence of the target gene is MAHLGRLMVPLAALVLLLWAVPGAHGRRNNVRVLTDENWTSLLEGEWMIEFYAPWCPACQNLQPEWESFAEWGEDLEVKVAKVDVTEQTGLSGRFIITALPSIYHCKDGEFRRYVGPRTKKDFINFVSDKEWKNIEPISSWFGPSSVLMTMMSALFQLSVYIRTSHSYFVHDLGIPAWGSYLVFAFATVLSGLLLGLCMIFVADCLCPSKRRKPQQQYAKKTSPEFSQPLKKVEEEQEADEEDVSEEEAEDREGASKATSQSSIRQRCVGLPSATDTS. Result: 0 (no interaction).